Dataset: Full USPTO retrosynthesis dataset with 1.9M reactions from patents (1976-2016). Task: Predict the reactants needed to synthesize the given product. (1) Given the product [C:20]1([C:10]2[CH:11]=[C:12]([C:14]3[CH:19]=[CH:18][CH:17]=[CH:16][CH:15]=3)[CH:13]=[C:7]([C:1]3[CH:6]=[CH:5][CH:4]=[CH:3][CH:2]=3)[C:8]=2/[N:9]=[CH:32]/[C:27]2[CH:28]=[CH:29][CH:30]=[CH:31][N:26]=2)[CH:25]=[CH:24][CH:23]=[CH:22][CH:21]=1, predict the reactants needed to synthesize it. The reactants are: [C:1]1([C:7]2[CH:13]=[C:12]([C:14]3[CH:19]=[CH:18][CH:17]=[CH:16][CH:15]=3)[CH:11]=[C:10]([C:20]3[CH:25]=[CH:24][CH:23]=[CH:22][CH:21]=3)[C:8]=2[NH2:9])[CH:6]=[CH:5][CH:4]=[CH:3][CH:2]=1.[N:26]1[CH:31]=[CH:30][CH:29]=[CH:28][C:27]=1[CH:32]=O.O. (2) Given the product [CH3:29][S:28][C:24]1[CH:23]=[C:22]([CH:27]=[CH:26][CH:25]=1)[CH2:21][N:17]1[CH2:18][CH2:19][CH2:20][CH:15]([NH:14][C:10]2[CH:9]=[C:8]3[C:13](=[CH:12][CH:11]=2)[NH:5][N:6]=[CH:7]3)[CH2:16]1, predict the reactants needed to synthesize it. The reactants are: CC(C)(C)C([N:5]1[C:13]2[C:8](=[CH:9][C:10]([NH:14][CH:15]3[CH2:20][CH2:19][CH2:18][N:17]([C:21](=O)[C:22]4[CH:27]=[CH:26][CH:25]=[C:24]([S:28][CH3:29])[CH:23]=4)[CH2:16]3)=[CH:11][CH:12]=2)[CH:7]=[N:6]1)=O.CSC. (3) Given the product [Cl:15][C:11]1[C:12]([CH3:14])=[CH:13][C:8]2[N:7]=[C:19]([C:21]3[CH:26]=[CH:25][CH:24]=[C:23]([C:27]4[CH:32]=[N:31][CH:30]=[C:29]([CH3:33])[N:28]=4)[CH:22]=3)[CH2:18][C:17](=[O:34])[NH:16][C:9]=2[CH:10]=1, predict the reactants needed to synthesize it. The reactants are: C(OC(=O)[NH:7][C:8]1[CH:13]=[C:12]([CH3:14])[C:11]([Cl:15])=[CH:10][C:9]=1[NH:16][C:17](=[O:34])[CH2:18][C:19]([C:21]1[CH:26]=[CH:25][CH:24]=[C:23]([C:27]2[CH:32]=[N:31][CH:30]=[C:29]([CH3:33])[N:28]=2)[CH:22]=1)=O)(C)(C)C.C(O)(C(F)(F)F)=O. (4) Given the product [ClH:21].[NH2:1][C:4]1[CH:20]=[CH:19][C:7]([O:8][C:9]2[CH:18]=[CH:17][C:12]3[B:13]([OH:16])[O:14][CH2:15][C:11]=3[CH:10]=2)=[CH:6][CH:5]=1, predict the reactants needed to synthesize it. The reactants are: [N+:1]([C:4]1[CH:20]=[CH:19][C:7]([O:8][C:9]2[CH:18]=[CH:17][C:12]3[B:13]([OH:16])[O:14][CH2:15][C:11]=3[CH:10]=2)=[CH:6][CH:5]=1)([O-])=O.[ClH:21]. (5) Given the product [Cl:20][CH2:18][C:33]([C:29]1([C:24]2[CH:25]=[CH:26][CH:27]=[CH:28][C:23]=2[O:22][CH3:21])[CH2:32][CH2:31][CH2:30]1)=[O:34], predict the reactants needed to synthesize it. The reactants are: O1C2C=CC(C3(C(O)=O)CCC3)=CC=2OC1.Cl[C:18]([Cl:20])=O.[CH3:21][O:22][C:23]1[CH:28]=[CH:27][CH:26]=[CH:25][C:24]=1[C:29]1([C:33](O)=[O:34])[CH2:32][CH2:31][CH2:30]1. (6) Given the product [CH3:39][C:36]1[CH:37]=[CH:38][C:33]([CH2:32][O:31][C:29]2[CH:28]=[CH:27][C:26]3[N:40]=[C:52]([C@H:53]4[CH2:54][CH2:55][CH2:56][CH2:57][C@H:58]4[C:50]([OH:60])=[O:51])[N:24]([CH2:23][C:22]4[CH:41]=[CH:42][C:43]([O:45][C:46]([F:48])([F:49])[F:47])=[CH:44][C:21]=4[CH3:20])[C:25]=3[CH:30]=2)=[N:34][CH:35]=1, predict the reactants needed to synthesize it. The reactants are: FC1C=C(C=CC=1[N+]([O-])=O)OCC1C=CC(C)=CN=1.[CH3:20][C:21]1[CH:44]=[C:43]([O:45][C:46]([F:49])([F:48])[F:47])[CH:42]=[CH:41][C:22]=1[CH2:23][NH:24][C:25]1[C:26]([NH2:40])=[CH:27][CH:28]=[C:29]([O:31][CH2:32][C:33]2[CH:38]=[CH:37][C:36]([CH3:39])=[CH:35][N:34]=2)[CH:30]=1.[C:50]1(=[O:60])[C@@H:58]2[C@@H:53]([CH2:54][CH2:55][CH2:56][CH2:57]2)[C:52](=O)[O:51]1.